This data is from Forward reaction prediction with 1.9M reactions from USPTO patents (1976-2016). The task is: Predict the product of the given reaction. Given the reactants Cl[CH2:2][C:3]1[N:4]=[C:5]2[CH:10]=[CH:9][CH:8]=[CH:7][N:6]2[CH:11]=1.[C-:12]#[N:13].[Na+], predict the reaction product. The product is: [N:4]1[C:3]([CH2:2][C:12]#[N:13])=[CH:11][N:6]2[CH:7]=[CH:8][CH:9]=[CH:10][C:5]=12.